Dataset: Experimentally validated miRNA-target interactions with 360,000+ pairs, plus equal number of negative samples. Task: Binary Classification. Given a miRNA mature sequence and a target amino acid sequence, predict their likelihood of interaction. (1) The miRNA is dme-miR-263b-5p with sequence CUUGGCACUGGGAGAAUUCAC. The protein sequence of the target gene is MAEGDNRSSNLLAVETASLEEQLQGWGEVMLMADKVLRWERAWFPPAIMGVVSLLFLIIYYLDPSVLSGVSCFVMFLCLADYLVPILAPRIFGSNKWTTEQQQRFHEICSNLVKTRRRAVGWWKRLFSLKEEKPKMYFMTMIISLAAVAWVGQQVHNLLLTYLIVTFVLLLPGLNQHGIILKYIGMAKREINKLLKQKEKKNE. Result: 0 (no interaction). (2) The miRNA is hsa-miR-449b-3p with sequence CAGCCACAACUACCCUGCCACU. The protein sequence of the target gene is MLNEGLCCGAWAMKGTLLLVSSVGLLLPGVGSCPMKCLCHPSSNSVDCSGQGLSKVPRDLPPWTVTLLLQDNRIHWLPALAFQSVSLLSTLNLSNNSLSNLAAEAFYGLPHLRVLNVTQNSLLSIESSFAHALPGLRELDLSSNSLRILPTSLGKPWENLTVFAVQQNHLLHLDRELLEAMPKVRLVLLKDNPWICDCHLLGLKLWLERFTFQGGETDGAICRLPEPWQGKALLSIPHELYQPCSLPSQDLAPSLVQQPGSAPQDAQKSHENSSGQQDPLECEAKPKPKPTNLRHAVATV.... Result: 0 (no interaction). (3) The miRNA is rno-miR-15b-5p with sequence UAGCAGCACAUCAUGGUUUACA. The protein sequence of the target gene is MMFPQSRHSGSSHLPQQLKFTTSDSCDRIKDEFQLLQAQYHSLKLECDKLASEKSEMQRHYVMYYEMSYGLNIEMHKQAEIVKRLNGICAQVLPYLSQEHQQQVLGAIERAKQVTAPELNSIIRQQLQAHQLSQLQALALPLTPLPVGLQPPSLPAVSAGTGLLSLSALGSQAHLSKEDKNGHDGDTHQEDDGEKSD. Result: 0 (no interaction). (4) The miRNA is bta-miR-21-5p with sequence UAGCUUAUCAGACUGAUGUUGACU. The protein sequence of the target gene is MSPGGKFDFDDGGCYVGGWEAGRAHGYGVCTGPGAQGEYSGCWAHGFESLGVFTGPGGHSYQGHWQQGKREGLGVERKSRWTYRGEWLGGLKGRSGVWESVSGLRYAGLWKDGFQDGYGTETYSDGGTYQGQWQAGKRHGYGVRQSVPYHQAALLRSPRRTSLDSGHSDPPTPPPPLPLPGDEGGSPASGSRGGFVLAGPGDADGASSRKRTPAAGGFFRRSLLLSGLRAGGRRSSLGSKRGSLRSEVSSEVGSTGPPGSEASGPPIPAPPALIEGSATEVYAGEWRADRRSGYGVSQRS.... Result: 0 (no interaction).